From a dataset of Catalyst prediction with 721,799 reactions and 888 catalyst types from USPTO. Predict which catalyst facilitates the given reaction. (1) Reactant: C(=O)([O-])[O-].[K+].[K+].Cl[CH2:8][C:9]([O:11][CH2:12][CH3:13])=[O:10].[I-].[K+].[NH:16]1[CH:20]=[CH:19][N:18]=[C:17]1[CH:21]=[O:22]. Product: [CH:21]([C:17]1[N:16]([CH2:8][C:9]([O:11][CH2:12][CH3:13])=[O:10])[CH:20]=[CH:19][N:18]=1)=[O:22]. The catalyst class is: 35. (2) Reactant: [Cl:1][C:2]1[C:3]([O:21][CH3:22])=[C:4]([C:6]([N:10]2[C:14](=[O:15])[C:13]3=[CH:16][CH:17]=[CH:18][CH:19]=[C:12]3[C:11]2=[O:20])=[C:7]([F:9])[CH:8]=1)[NH2:5].[CH:23]1[C:32]2[C:27](=[CH:28][CH:29]=[CH:30][CH:31]=2)[CH:26]=[CH:25][C:24]=1[C:33](Cl)=[O:34].C(N(CC)CC)C. Product: [Cl:1][C:2]1[CH:8]=[C:7]([F:9])[C:6]([N:10]2[C:11](=[O:20])[C:12]3=[CH:19][CH:18]=[CH:17][CH:16]=[C:13]3[C:14]2=[O:15])=[C:4]([NH:5][C:33]([C:24]2[CH:25]=[CH:26][C:27]3[C:32](=[CH:31][CH:30]=[CH:29][CH:28]=3)[CH:23]=2)=[O:34])[C:3]=1[O:21][CH3:22]. The catalyst class is: 7.